Dataset: Full USPTO retrosynthesis dataset with 1.9M reactions from patents (1976-2016). Task: Predict the reactants needed to synthesize the given product. (1) Given the product [C:31]([O:17][C:5]1[C:4]([C:1](=[O:3])[CH3:2])=[CH:9][CH:8]=[C:7]([NH:10][C:11](=[O:13])[CH3:12])[C:6]=1[N+:14]([O-:16])=[O:15])(=[O:32])[C:30]1[CH:34]=[CH:35][CH:27]=[CH:28][CH:29]=1, predict the reactants needed to synthesize it. The reactants are: [C:1]([C:4]1[CH:9]=[CH:8][C:7]([NH:10][C:11](=[O:13])[CH3:12])=[C:6]([N+:14]([O-:16])=[O:15])[C:5]=1[OH:17])(=[O:3])[CH3:2].C(N(CC)CC)C.CN(C)[C:27]1[CH:35]=[CH:34][C:30]([C:31](Cl)=[O:32])=[CH:29][CH:28]=1. (2) Given the product [CH2:18]([O:20][C:21]([C:23]1([C:26]2[CH:27]=[CH:28][C:29]([C:32]3[CH:33]=[CH:34][C:35]([C:2]4[CH:6]=[CH:5][S:4][C:3]=4[CH:7]([OH:17])[CH2:8][CH2:9][CH2:10][C:11]4[CH:16]=[CH:15][CH:14]=[CH:13][CH:12]=4)=[CH:36][CH:37]=3)=[CH:30][CH:31]=2)[CH2:25][CH2:24]1)=[O:22])[CH3:19], predict the reactants needed to synthesize it. The reactants are: Br[C:2]1[CH:6]=[CH:5][S:4][C:3]=1[CH:7]([OH:17])[CH2:8][CH2:9][CH2:10][C:11]1[CH:16]=[CH:15][CH:14]=[CH:13][CH:12]=1.[CH2:18]([O:20][C:21]([C:23]1([C:26]2[CH:31]=[CH:30][C:29]([C:32]3[CH:37]=[CH:36][C:35](B4OC(C)(C)C(C)(C)O4)=[CH:34][CH:33]=3)=[CH:28][CH:27]=2)[CH2:25][CH2:24]1)=[O:22])[CH3:19].